Dataset: NCI-60 drug combinations with 297,098 pairs across 59 cell lines. Task: Regression. Given two drug SMILES strings and cell line genomic features, predict the synergy score measuring deviation from expected non-interaction effect. (1) Drug 1: CC(C)CN1C=NC2=C1C3=CC=CC=C3N=C2N. Drug 2: B(C(CC(C)C)NC(=O)C(CC1=CC=CC=C1)NC(=O)C2=NC=CN=C2)(O)O. Cell line: HT29. Synergy scores: CSS=39.1, Synergy_ZIP=-1.00, Synergy_Bliss=-3.32, Synergy_Loewe=-21.6, Synergy_HSA=-8.28. (2) Drug 1: CC12CCC(CC1=CCC3C2CCC4(C3CC=C4C5=CN=CC=C5)C)O. Drug 2: CCC1(C2=C(COC1=O)C(=O)N3CC4=CC5=C(C=CC(=C5CN(C)C)O)N=C4C3=C2)O.Cl. Cell line: COLO 205. Synergy scores: CSS=36.0, Synergy_ZIP=2.50, Synergy_Bliss=5.75, Synergy_Loewe=-35.5, Synergy_HSA=2.58. (3) Drug 1: CC1=C(N=C(N=C1N)C(CC(=O)N)NCC(C(=O)N)N)C(=O)NC(C(C2=CN=CN2)OC3C(C(C(C(O3)CO)O)O)OC4C(C(C(C(O4)CO)O)OC(=O)N)O)C(=O)NC(C)C(C(C)C(=O)NC(C(C)O)C(=O)NCCC5=NC(=CS5)C6=NC(=CS6)C(=O)NCCC[S+](C)C)O. Drug 2: N.N.Cl[Pt+2]Cl. Cell line: NCIH23. Synergy scores: CSS=73.7, Synergy_ZIP=-3.33, Synergy_Bliss=-4.10, Synergy_Loewe=0.968, Synergy_HSA=3.49. (4) Drug 1: C1=CC(=CC=C1CCCC(=O)O)N(CCCl)CCCl. Synergy scores: CSS=19.3, Synergy_ZIP=-15.4, Synergy_Bliss=-26.1, Synergy_Loewe=-39.5, Synergy_HSA=-22.2. Cell line: CAKI-1. Drug 2: C1=NC2=C(N1)C(=S)N=CN2. (5) Drug 1: CC1C(C(CC(O1)OC2CC(CC3=C2C(=C4C(=C3O)C(=O)C5=C(C4=O)C(=CC=C5)OC)O)(C(=O)C)O)N)O.Cl. Drug 2: C1CN1P(=S)(N2CC2)N3CC3. Cell line: MDA-MB-231. Synergy scores: CSS=9.02, Synergy_ZIP=-8.47, Synergy_Bliss=-8.38, Synergy_Loewe=-7.85, Synergy_HSA=-6.80. (6) Drug 1: C1=C(C(=O)NC(=O)N1)N(CCCl)CCCl. Drug 2: C1=CC=C(C=C1)NC(=O)CCCCCCC(=O)NO. Cell line: KM12. Synergy scores: CSS=36.7, Synergy_ZIP=13.4, Synergy_Bliss=13.0, Synergy_Loewe=15.9, Synergy_HSA=16.0. (7) Drug 1: C1C(C(OC1N2C=NC3=C2NC=NCC3O)CO)O. Drug 2: CC1C(C(CC(O1)OC2CC(CC3=C2C(=C4C(=C3O)C(=O)C5=CC=CC=C5C4=O)O)(C(=O)C)O)N)O. Cell line: LOX IMVI. Synergy scores: CSS=43.5, Synergy_ZIP=0.727, Synergy_Bliss=0.454, Synergy_Loewe=-48.9, Synergy_HSA=-0.0495.